This data is from Full USPTO retrosynthesis dataset with 1.9M reactions from patents (1976-2016). The task is: Predict the reactants needed to synthesize the given product. (1) Given the product [NH2:37][C:34]([CH3:36])([CH3:35])[C:33]([N:30]1[CH2:31][CH2:32][N:27]([C:21]2[CH:22]=[N:23][C:24]3[C:19]([CH:20]=2)=[N:18][C:17]([C:14]2[CH:15]=[CH:16][C:10]4[O:9][C:8]([NH2:7])=[N:12][C:11]=4[CH:13]=2)=[CH:26][CH:25]=3)[CH2:28][CH2:29]1)=[O:45], predict the reactants needed to synthesize it. The reactants are: C(Cl)(=O)C.CO.[NH2:7][C:8]1[O:9][C:10]2[CH:16]=[CH:15][C:14]([C:17]3[N:18]=[C:19]4[C:24](=[CH:25][CH:26]=3)[N:23]=[CH:22][C:21]([N:27]3[CH2:32][CH2:31][N:30]([C:33](=[O:45])[C:34]([NH:37]C(=O)OC(C)(C)C)([CH3:36])[CH3:35])[CH2:29][CH2:28]3)=[CH:20]4)=[CH:13][C:11]=2[N:12]=1.C([O-])([O-])=O.[Na+].[Na+]. (2) Given the product [Br:11][C:5]1[C:6]2[C:10](=[N:9][S:8][N:7]=2)[C:2]([N:18]([CH2:19][CH2:20][CH2:21][CH2:22][CH2:23][CH3:24])[CH2:12][CH2:13][CH2:14][CH2:15][CH2:16][CH3:17])=[CH:3][CH:4]=1, predict the reactants needed to synthesize it. The reactants are: Br[C:2]1[C:10]2[C:6](=[N:7][S:8][N:9]=2)[C:5]([Br:11])=[CH:4][CH:3]=1.[CH2:12]([NH:18][CH2:19][CH2:20][CH2:21][CH2:22][CH2:23][CH3:24])[CH2:13][CH2:14][CH2:15][CH2:16][CH3:17].C(P(C(C)(C)C)C1C=CC=CC=1C1C=CC=CC=1)(C)(C)C.CC([O-])(C)C.[Na+]. (3) Given the product [CH3:1][O:2][CH2:3][CH2:4][O:5][CH2:6][O:7][C:8]1[CH:13]=[CH:12][CH:11]=[CH:10][C:9]=1[N:14]1[CH2:19][CH2:18][N:17]([CH2:27][C:28]([NH:30][C:31]2[CH:36]=[CH:35][CH:34]=[CH:33][N:32]=2)=[O:29])[CH2:16][CH2:15]1, predict the reactants needed to synthesize it. The reactants are: [CH3:1][O:2][CH2:3][CH2:4][O:5][CH2:6][O:7][C:8]1[CH:13]=[CH:12][CH:11]=[CH:10][C:9]=1[N:14]1[CH2:19][CH2:18][NH:17][CH2:16][CH2:15]1.C(=O)([O-])[O-].[K+].[K+].Cl[CH2:27][C:28]([NH:30][C:31]1[CH:36]=[CH:35][CH:34]=[CH:33][N:32]=1)=[O:29].[I-].[Na+]. (4) The reactants are: [CH3:1][O:2][C:3](=[O:8])[CH2:4][N:5]=[N+:6]=[N-:7].[F:9][C:10]1[C:17]([O:18][CH2:19][C:20]2[CH:25]=[CH:24][CH:23]=[CH:22][CH:21]=2)=[CH:16][CH:15]=[CH:14][C:11]=1[CH:12]=O.C[O-].[Na+]. Given the product [CH3:1][O:2][C:3](=[O:8])[C:4]([N:5]=[N+:6]=[N-:7])=[CH:12][C:11]1[CH:14]=[CH:15][CH:16]=[C:17]([O:18][CH2:19][C:20]2[CH:21]=[CH:22][CH:23]=[CH:24][CH:25]=2)[C:10]=1[F:9], predict the reactants needed to synthesize it. (5) Given the product [Br:22][C:5]1[S:1][C:2]([CH2:6][NH:7][C:8](=[O:14])[O:9][C:10]([CH3:11])([CH3:13])[CH3:12])=[N:3][CH:4]=1, predict the reactants needed to synthesize it. The reactants are: [S:1]1[CH:5]=[CH:4][N:3]=[C:2]1[CH2:6][NH:7][C:8](=[O:14])[O:9][C:10]([CH3:13])([CH3:12])[CH3:11].C1C(=O)N([Br:22])C(=O)C1.